From a dataset of Catalyst prediction with 721,799 reactions and 888 catalyst types from USPTO. Predict which catalyst facilitates the given reaction. (1) Reactant: [Cl:1][C:2]1[C:10]2[C:5](=[CH:6][CH:7]=[C:8]([NH:11][C:12]3[N:17]=[C:16]([N:18]4[CH:22]=[C:21]([CH:23]=O)[C:20]([CH3:25])=[N:19]4)[CH:15]=[CH:14][N:13]=3)[CH:9]=2)[N:4]([CH3:26])[C:3]=1[CH3:27].Cl.[O:29]1[CH2:33][C@@H:32]([OH:34])[CH2:31][NH:30]1.C(N(CC)CC)C.[BH-](OC(C)=O)(OC(C)=O)OC(C)=O.[Na+]. Product: [Cl:1][C:2]1[C:10]2[C:5](=[CH:6][CH:7]=[C:8]([NH:11][C:12]3[N:17]=[C:16]([N:18]4[CH:22]=[C:21]([CH2:23][N:30]5[CH2:31][C@H:32]([OH:34])[CH2:33][O:29]5)[C:20]([CH3:25])=[N:19]4)[CH:15]=[CH:14][N:13]=3)[CH:9]=2)[N:4]([CH3:26])[C:3]=1[CH3:27]. The catalyst class is: 4. (2) Reactant: [CH:1]1([N:5]2[CH2:11][CH2:10][C:9]3[S:12][C:13]([C:15]4[N:20]=[CH:19][C:18]([C:21](O)=[O:22])=[CH:17][CH:16]=4)=[N:14][C:8]=3[CH2:7][CH2:6]2)[CH2:4][CH2:3][CH2:2]1.[N:24]1(O)[C:28]2C=CC=CC=2N=N1.C1(N=C=N)CCCCC1.CN.O. Product: [CH:1]1([N:5]2[CH2:11][CH2:10][C:9]3[S:12][C:13]([C:15]4[N:20]=[CH:19][C:18]([C:21]([NH:24][CH3:28])=[O:22])=[CH:17][CH:16]=4)=[N:14][C:8]=3[CH2:7][CH2:6]2)[CH2:4][CH2:3][CH2:2]1. The catalyst class is: 9. (3) Reactant: [Br:1][C:2]1[CH:3]=[N:4][C:5]([F:10])=[C:6]([CH:9]=1)[CH:7]=[O:8].[BH4-].[Na+]. Product: [Br:1][C:2]1[CH:9]=[C:6]([CH2:7][OH:8])[C:5]([F:10])=[N:4][CH:3]=1. The catalyst class is: 8. (4) The catalyst class is: 133. Reactant: [CH3:1][CH:2]1[CH2:6][CH2:5]C[O:3]1.[CH3:7][Mg]Cl.[Cl:10][C:11]1[CH:12]=[CH:13][C:14]2[N:15](C=C(C(OCC)=O)[N:19]=2)[N:16]=1.Cl. Product: [Cl:10][C:11]1[CH:12]=[CH:13][C:14]2[N:15]([CH:5]=[C:6]([C:2]([OH:3])([CH3:1])[CH3:7])[N:19]=2)[N:16]=1. (5) Reactant: [CH3:1][O:2][C:3]1[CH:4]=[C:5](/[CH:13]=[CH:14]\[C:15]2[CH:20]=[CH:19][C:18]([O:21][CH:22]([F:24])[F:23])=[C:17]([N+:25]([O-])=O)[CH:16]=2)[CH:6]=[C:7]([O:11][CH3:12])[C:8]=1[O:9][CH3:10].S([O-])([O-])(=O)=S.[Na+].[Na+]. The catalyst class is: 95. Product: [CH3:12][O:11][C:7]1[CH:6]=[C:5](/[CH:13]=[CH:14]\[C:15]2[CH:20]=[CH:19][C:18]([O:21][CH:22]([F:23])[F:24])=[C:17]([NH2:25])[CH:16]=2)[CH:4]=[C:3]([O:2][CH3:1])[C:8]=1[O:9][CH3:10]. (6) Reactant: Cl[C:2]1[CH:3]=[C:4]([C:9]2[N:13]3[C:14]4[N:22]=[C:21]([O:23][CH3:24])[CH:20]=[CH:19][C:15]=4[N:16]=[C:17]([CH3:18])[C:12]3=[C:11]([CH3:25])[N:10]=2)C=C(Cl)[CH:7]=1.[O:26]1C=CC=C1B(O)O.C([O-])([O-])=O.[K+].[K+]. Product: [O:26]1[CH:7]=[CH:2][CH:3]=[C:4]1[C:9]1[N:13]2[C:14]3[N:22]=[C:21]([O:23][CH3:24])[CH:20]=[CH:19][C:15]=3[N:16]=[C:17]([CH3:18])[C:12]2=[C:11]([CH3:25])[N:10]=1. The catalyst class is: 73.